This data is from Catalyst prediction with 721,799 reactions and 888 catalyst types from USPTO. The task is: Predict which catalyst facilitates the given reaction. (1) Reactant: [NH2:1][C:2]1[CH:12]=[CH:11][C:5]([C:6]([O:8][CH2:9][CH3:10])=[O:7])=[CH:4][CH:3]=1.C(N(CC)CC)C.[Cl-].ClC1N(C)CC[NH+]1C.[CH3:29][O:30][C:31]1[C:32](=[O:59])[C:33]([CH3:58])=[C:34]([CH2:40][C:41]2[CH:42]=[CH:43][C:44]([O:50][CH2:51][C:52]3[CH:53]=[N:54][CH:55]=[CH:56][CH:57]=3)=[C:45]([CH:49]=2)[C:46](O)=[O:47])[C:35](=[O:39])[C:36]=1[O:37][CH3:38]. Product: [CH3:29][O:30][C:31]1[C:32](=[O:59])[C:33]([CH3:58])=[C:34]([CH2:40][C:41]2[CH:42]=[CH:43][C:44]([O:50][CH2:51][C:52]3[CH:53]=[N:54][CH:55]=[CH:56][CH:57]=3)=[C:45]([CH:49]=2)[C:46]([NH:1][C:2]2[CH:3]=[CH:4][C:5]([C:6]([O:8][CH2:9][CH3:10])=[O:7])=[CH:11][CH:12]=2)=[O:47])[C:35](=[O:39])[C:36]=1[O:37][CH3:38]. The catalyst class is: 2. (2) Reactant: [Br:1][C:2]1[CH:15]=[CH:14][C:5]2[O:6][CH2:7][CH2:8][C:9]([CH2:12][Cl:13])=[C:10]([CH3:11])[C:4]=2[CH:3]=1.[NH2:16][C:17]([NH2:19])=[S:18]. Product: [ClH:13].[C:17]([S:18][CH2:12][C:9]1[CH2:8][CH2:7][O:6][C:5]2[CH:14]=[CH:15][C:2]([Br:1])=[CH:3][C:4]=2[C:10]=1[CH3:11])(=[NH:16])[NH2:19]. The catalyst class is: 8. (3) Reactant: CCCCCC.[C:7]([P:11]([C:16]([CH3:19])([CH3:18])[CH3:17])[CH2:12][CH:13]=[CH:14][CH3:15])([CH3:10])([CH3:9])[CH3:8].[F:20][B-:21]([F:24])([F:23])[F:22].[H+]. Product: [F:20][B-:21]([F:24])([F:23])[F:22].[C:16]([PH+:11]([C:7]([CH3:8])([CH3:10])[CH3:9])[CH2:12][CH:13]=[CH:14][CH3:15])([CH3:17])([CH3:18])[CH3:19]. The catalyst class is: 11. (4) Reactant: Br[C:2]1[N:3]([C:13]2[N:14]=[CH:15][N:16]=[C:17]([NH2:20])[C:18]=2[N:19]=1)[C@@H:4]1[O:12][C@H:9]([CH2:10][OH:11])[C@@H:7]([OH:8])[C@H:5]1[OH:6].C[Si](C)(C)N[Si](C)(C)C.[CH2:30]([Sn](CC)(CC)CC)[CH3:31]. Product: [NH4+:3].[OH-:6].[CH2:30]([C:2]1[N:3]([C:13]2[N:14]=[CH:15][N:16]=[C:17]([NH2:20])[C:18]=2[N:19]=1)[C@@H:4]1[O:12][C@H:9]([CH2:10][OH:11])[C@@H:7]([OH:8])[C@H:5]1[OH:6])[CH3:31]. The catalyst class is: 77. (5) Reactant: C[O:2][C:3]1[CH:8]=[C:7]([C:9]([N:11]2[CH2:16][CH2:15][N:14]([CH3:17])[CH2:13][CH2:12]2)=[O:10])[CH:6]=[CH:5][C:4]=1[C:18]1[CH:19]=[CH:20][C:21]2[N:22]([C:24]([C:27]3[CH:34]=[CH:33][C:30]([C:31]#[N:32])=[CH:29][CH:28]=3)=[CH:25][N:26]=2)[CH:23]=1.B(Br)(Br)Br. Product: [OH:2][C:3]1[CH:8]=[C:7]([C:9]([N:11]2[CH2:16][CH2:15][N:14]([CH3:17])[CH2:13][CH2:12]2)=[O:10])[CH:6]=[CH:5][C:4]=1[C:18]1[CH:19]=[CH:20][C:21]2[N:22]([C:24]([C:27]3[CH:28]=[CH:29][C:30]([C:31]#[N:32])=[CH:33][CH:34]=3)=[CH:25][N:26]=2)[CH:23]=1. The catalyst class is: 2. (6) Reactant: [Cl:1][C:2]1[CH:7]=[CH:6][C:5]([CH:8]([C:20]2[S:21][CH:22]=[CH:23][N:24]=2)[C:9]2[CH:10]=[C:11]3[C:16](=[CH:17][CH:18]=2)[N:15]=[CH:14][CH:13]=[C:12]3O)=[CH:4][CH:3]=1.P(Br)(Br)[Br:26]. Product: [Br:26][C:12]1[C:11]2[C:16](=[CH:17][CH:18]=[C:9]([CH:8]([C:5]3[CH:6]=[CH:7][C:2]([Cl:1])=[CH:3][CH:4]=3)[C:20]3[S:21][CH:22]=[CH:23][N:24]=3)[CH:10]=2)[N:15]=[CH:14][CH:13]=1. The catalyst class is: 3. (7) Reactant: C([NH:5][S:6]([C:9]1[CH:10]=[C:11]([C:15]2[CH:20]=[CH:19][CH:18]=[C:17]([C:21]3[N:26]=[C:25]([CH:27]([F:29])[F:28])[CH:24]=[C:23]([C:30]4[CH:35]=[CH:34][C:33]([C:36]([F:39])([F:38])[F:37])=[CH:32][CH:31]=4)[N:22]=3)[CH:16]=2)[CH:12]=[CH:13][CH:14]=1)(=[O:8])=[O:7])(C)(C)C.C(O)(C(F)(F)F)=O. Product: [F:29][CH:27]([F:28])[C:25]1[CH:24]=[C:23]([C:30]2[CH:31]=[CH:32][C:33]([C:36]([F:37])([F:39])[F:38])=[CH:34][CH:35]=2)[N:22]=[C:21]([C:17]2[CH:16]=[C:15]([C:11]3[CH:12]=[CH:13][CH:14]=[C:9]([S:6]([NH2:5])(=[O:7])=[O:8])[CH:10]=3)[CH:20]=[CH:19][CH:18]=2)[N:26]=1. The catalyst class is: 4.